Task: Binary Classification. Given a drug SMILES string, predict its activity (active/inactive) in a high-throughput screening assay against a specified biological target.. Dataset: HIV replication inhibition screening data with 41,000+ compounds from the AIDS Antiviral Screen (1) The drug is COc1ccc(C=C2CN(C)CC3C2=NC(=S)NC3c2ccc(OC)cc2)cc1. The result is 0 (inactive). (2) The molecule is CC(=O)Nc1ccc(S(=O)(=O)c2nnc(NC(C)=O)s2)cc1. The result is 0 (inactive).